This data is from Forward reaction prediction with 1.9M reactions from USPTO patents (1976-2016). The task is: Predict the product of the given reaction. (1) Given the reactants [Si:1]([O:8][CH2:9][C:10]1([CH3:38])[S:16][CH2:15][CH2:14][N:13]2[C:17]([C:20]3([C:23]4[CH:28]=[CH:27][C:26](B5OC(C)(C)C(C)(C)O5)=[CH:25][CH:24]=4)[CH2:22][CH2:21]3)=[N:18][N:19]=[C:12]2[CH2:11]1)([C:4]([CH3:7])([CH3:6])[CH3:5])([CH3:3])[CH3:2].Cl[C:40]1[N:41]=[N:42][CH:43]=[CH:44][CH:45]=1.C(=O)([O-])[O-].[K+].[K+].C(=O)([O-])O.[Na+], predict the reaction product. The product is: [Si:1]([O:8][CH2:9][C:10]1([CH3:38])[S:16][CH2:15][CH2:14][N:13]2[C:17]([C:20]3([C:23]4[CH:28]=[CH:27][C:26]([C:40]5[N:41]=[N:42][CH:43]=[CH:44][CH:45]=5)=[CH:25][CH:24]=4)[CH2:21][CH2:22]3)=[N:18][N:19]=[C:12]2[CH2:11]1)([C:4]([CH3:7])([CH3:5])[CH3:6])([CH3:2])[CH3:3]. (2) Given the reactants [Br:1][C:2]1[CH:3]=[C:4]2[C:9](=[CH:10][CH:11]=1)[C:8](=[O:12])[NH:7][C:6](=[O:13])[C:5]2=[CH:14]OC.[N:17]1([CH2:23][CH2:24][N:25]2[CH2:30][CH2:29][NH:28][CH2:27][CH2:26]2)[CH2:22][CH2:21][O:20][CH2:19][CH2:18]1, predict the reaction product. The product is: [Br:1][C:2]1[CH:3]=[C:4]2[C:9](=[CH:10][CH:11]=1)[C:8](=[O:12])[NH:7][C:6](=[O:13])/[C:5]/2=[CH:14]\[N:28]1[CH2:27][CH2:26][N:25]([CH2:24][CH2:23][N:17]2[CH2:18][CH2:19][O:20][CH2:21][CH2:22]2)[CH2:30][CH2:29]1. (3) Given the reactants [CH:1]1([S:6]([C:9]2[CH:10]=[C:11]([C:22]([OH:24])=O)[CH:12]=[C:13]([C:15]3[CH:20]=[CH:19][C:18]([CH3:21])=[CH:17][CH:16]=3)[CH:14]=2)(=[O:8])=[O:7])[CH2:5][CH2:4][CH2:3][CH2:2]1.[CH3:25][C:26]1[N:31]=[CH:30][C:29]([C@H:32]([NH2:34])[CH3:33])=[CH:28][N:27]=1.F[P-](F)(F)(F)(F)F.C[N+](C)=C(N(C)C)ON1C2N=CC=CC=2N=N1.C(N(CC)C(C)C)(C)C, predict the reaction product. The product is: [CH:1]1([S:6]([C:9]2[CH:10]=[C:11]([C:22]([NH:34][C@@H:32]([C:29]3[CH:28]=[N:27][C:26]([CH3:25])=[N:31][CH:30]=3)[CH3:33])=[O:24])[CH:12]=[C:13]([C:15]3[CH:16]=[CH:17][C:18]([CH3:21])=[CH:19][CH:20]=3)[CH:14]=2)(=[O:7])=[O:8])[CH2:2][CH2:3][CH2:4][CH2:5]1.